Task: Binary Classification. Given a miRNA mature sequence and a target amino acid sequence, predict their likelihood of interaction.. Dataset: Experimentally validated miRNA-target interactions with 360,000+ pairs, plus equal number of negative samples (1) The miRNA is hsa-miR-519e-5p with sequence UUCUCCAAAAGGGAGCACUUUC. The protein sequence of the target gene is MAALTAEHFAALQSLLKASSKDVVRQLCQESFSSSALGLKKLLDVTCSSLSVTQEEAEELLQALHRLTRLVAFRDLSSAEAILALFPENFHQNLKNLLTKIILEHVSTWRTEAQANQISLPRLVDLDWRVDIKTSSDSISRMAVPTCLLQMKIQEDPSLCGDKPSISAVTVELSKETLDTMLDGLGRIRDQLSAVASK. Result: 0 (no interaction). (2) The miRNA is mmu-miR-466n-5p with sequence GUGUGUGCGUACAUGUACAUGU. The protein sequence of the target gene is MAAPYPGSGGGSEVKCVGGRGASVPWDFLPGLMVKAPSGPCLQAQRKEKSRNAARSRRGKENLEFFELAKLLPLPGAISSQLDKASIVRLSVTYLRLRRFAALGAPPWGLRAAGPPAGLAPGRRGPAALVSEVFEQHLGGHILQSLDGFVFALNQEGKFLYISETVSIYLGLSQVEMTGSSVFDYIHPGDHSEVLEQLGLRTPTPGPPTPPSVSSSSSSSSSLADTPEIEASLTKVPPSSLVQERSFFVRMKSTLTKRGLHVKASGYKVIHVTGRLRAHALGLVALGHTLPPAPLAELPL.... Result: 0 (no interaction). (3) The miRNA is hsa-miR-22-5p with sequence AGUUCUUCAGUGGCAAGCUUUA. The protein sequence of the target gene is MSSEVIRGTAEMVLAELYVSDREGNDATGDGTKEKPFKTGLKALMTVGKEPFPTIYVDSQKENERWDVISKSQMKNIKKMWHREQMKNDSREKKEAEDNLRREKNLEEAKKIIIKNDPSLPEPACVKISALEGYRGQRVKVFGWVHRLRRQGKNLMFLVLRDGTGYLQCVLSDDLCQCYNGVVLSTESSVAVYGTLNLTPKGKQAPGGHELSCDFWELVGLAPAGGADNLINEESDVDVQLNNRHMMIRGENMSKILKARSMITRCFRDHFFDRGYCEVTTPTLVQTQVEGGATLFKLDY.... Result: 0 (no interaction). (4) The miRNA is hsa-miR-3159 with sequence UAGGAUUACAAGUGUCGGCCAC. The protein sequence of the target gene is MAEGNTLISVDYEIFGKVQGVFFRKHTQAEGKKLGLVGWVQNTDRGTVQGQLQGPISKVRHMQEWLETRGSPKSHIDKANFNNEKVILKLDYSDFQIVK. Result: 0 (no interaction). (5) The miRNA is hsa-miR-200b-5p with sequence CAUCUUACUGGGCAGCAUUGGA. The protein sequence of the target gene is MGSRIKQNPETTFEVYVEVAYPRTGGTLSDPEVQRQFPEDYSDQEVLQTLTKFCFPFYVDSLTVSQVGQNFTFVLTDIDSKQRFGFCRLSSGAKSCFCILSYLPWFEVFYKLLNILADYTTKRQENQWNELLETLHKLPIPDPGVSVHLSVHSYFTVPDTRELPSIPENRNLTEYFVAVDVNNMLHLYASMLYERRILIICSKLSTLTACIHGSAAMLYPMYWQHVYIPVLPPHLLDYCCAPMPYLIGIHLSLMEKVRNMALDDVVILNVDTNTLETPFDDLQSLPNDVISSLKNRLKKV.... Result: 0 (no interaction).